This data is from NCI-60 drug combinations with 297,098 pairs across 59 cell lines. The task is: Regression. Given two drug SMILES strings and cell line genomic features, predict the synergy score measuring deviation from expected non-interaction effect. Drug 1: C1=CC(=CC=C1CC(C(=O)O)N)N(CCCl)CCCl.Cl. Drug 2: C1=CC(=CC=C1C#N)C(C2=CC=C(C=C2)C#N)N3C=NC=N3. Cell line: A549. Synergy scores: CSS=11.8, Synergy_ZIP=-6.88, Synergy_Bliss=-4.65, Synergy_Loewe=-6.86, Synergy_HSA=-6.22.